This data is from Drug-target binding data from BindingDB using IC50 measurements. The task is: Regression. Given a target protein amino acid sequence and a drug SMILES string, predict the binding affinity score between them. We predict pIC50 (pIC50 = -log10(IC50 in M); higher means more potent). Dataset: bindingdb_ic50. (1) The small molecule is CCO[C@@H](Cc1ccc(OC[C@@H](O)c2cccc(CO)c2)cc1)C(=O)NOC. The target is CKENALLRYLLDKDD. The pIC50 is 3.8. (2) The pIC50 is 7.0. The drug is Cc1noc(C)c1-c1cc(CNS(C)(=O)=O)c2[nH]c(=O)n3c2c1OC[C@@H]3c1ccccn1. The target protein sequence is PAPEKSSKVSEQLKCCSGILKEMFAKKHAAYAWPFYKPVDVEALGLHDYCDIIKHPMDMSTIKSKLEAREYRDAQEFGADVRLMFSNCYKYNPPDHEVVAMARKLQDVFEMRFAKMPDE.